Dataset: Forward reaction prediction with 1.9M reactions from USPTO patents (1976-2016). Task: Predict the product of the given reaction. (1) Given the reactants CCOC(/N=N/C(OCC)=O)=O.[C:13]([N:20]1[CH2:25][CH2:24][CH2:23][C@H:22](O)[CH2:21]1)([O:15][C:16]([CH3:19])([CH3:18])[CH3:17])=[O:14].[Br:27][C:28]1[C:36]2[C:35]([Cl:37])=[N:34][CH:33]=[N:32][C:31]=2[NH:30][CH:29]=1.C1(P(C2C=CC=CC=2)C2C=CC=CC=2)C=CC=CC=1, predict the reaction product. The product is: [Br:27][C:28]1[C:36]2[C:35]([Cl:37])=[N:34][CH:33]=[N:32][C:31]=2[N:30]([C@@H:22]2[CH2:23][CH2:24][CH2:25][N:20]([C:13]([O:15][C:16]([CH3:19])([CH3:18])[CH3:17])=[O:14])[CH2:21]2)[CH:29]=1. (2) Given the reactants Br[CH2:2][CH2:3][CH:4]([C:11]1[CH:16]=[CH:15][CH:14]=[CH:13][CH:12]=1)[C:5]1[CH:10]=[CH:9][CH:8]=[CH:7][CH:6]=1.[NH2:17][CH2:18][CH2:19][OH:20].C(=O)([O-])[O-].[K+].[K+].C(C#N)(C)=O, predict the reaction product. The product is: [C:5]1([CH:4]([C:11]2[CH:16]=[CH:15][CH:14]=[CH:13][CH:12]=2)[CH2:3][CH2:2][NH:17][CH2:18][CH2:19][OH:20])[CH:10]=[CH:9][CH:8]=[CH:7][CH:6]=1.